Dataset: Blood-brain barrier permeability classification from the B3DB database. Task: Regression/Classification. Given a drug SMILES string, predict its absorption, distribution, metabolism, or excretion properties. Task type varies by dataset: regression for continuous measurements (e.g., permeability, clearance, half-life) or binary classification for categorical outcomes (e.g., BBB penetration, CYP inhibition). Dataset: b3db_classification. (1) The drug is CCc1nc(C2CC2)c(C(N)=O)n1Cc1ccc2oc(-c3ccccc3NS(=O)(=O)C(F)(F)F)c(Br)c2c1. The result is 0 (does not penetrate BBB). (2) The molecule is COc1ccc([C@@H]2[C@@H](S(=O)(=O)c3ccc(Cl)cc3)C2(CN)CN)cc1. The result is 1 (penetrates BBB). (3) The molecule is NCC1OC(OC2C(CO)OC(OC3C(O)C(N)CC(N)C3OC3OC(CO)C(O)C(O)C3N)C2O)C(N)C(O)C1O. The result is 0 (does not penetrate BBB). (4) The compound is Nc1ccc(C(=O)Oc2ccccc2)c(O)c1. The result is 0 (does not penetrate BBB). (5) The drug is CCOC(=O)O[C@H]1[C@H](O[C@@H]2[C@@H](C)[C@H](O[C@H]3C[C@@](C)(OC)[C@@H](O)[C@H](C)O3)[C@@H](C)C(=O)O[C@H](CC)[C@@](C)(O)[C@H](O)[C@@H](C)C(=O)[C@H](C)C[C@@]2(C)O)O[C@H](C)C[C@@H]1N(C)C. The result is 0 (does not penetrate BBB). (6) The compound is CCOC(=O)C(CCc1ccccc1)NC1CCc2ccccc2N(CC(=O)O)C1=O. The result is 0 (does not penetrate BBB). (7) The drug is C=CCOc1ccc(CC(=O)O)cc1Cl. The result is 0 (does not penetrate BBB). (8) The compound is Clc1ccc2c(c1)C1CNCC1c1ccccc1O2. The result is 1 (penetrates BBB).